Dataset: Reaction yield outcomes from USPTO patents with 853,638 reactions. Task: Predict the reaction yield, written as a fraction of the theoretical maximum amount of product (1.0 means a 100% yield; for example, 0.34 means a 34% yield). (1) The yield is 0.410. The reactants are [Cl:1][C:2]1[CH:18]=[CH:17][CH:16]=[C:15]([F:19])[C:3]=1[C:4](Cl)=[N:5][C:6]1[C:11]([F:12])=[CH:10][N:9]=[CH:8][C:7]=1F.NC(N)=[S:22].N1C=CC=CC=1.CCN(CC)CC. The catalyst is C(O)(C)C. The product is [Cl:1][C:2]1[CH:18]=[CH:17][CH:16]=[C:15]([F:19])[C:3]=1[C:4]1[S:22][C:7]2[CH:8]=[N:9][CH:10]=[C:11]([F:12])[C:6]=2[N:5]=1. (2) The reactants are [Cl:1][C:2]1[CH:7]=[C:6]([C:8](=[O:10])[CH3:9])[CH:5]=[CH:4][N:3]=1.[CH3:11][N:12]([CH:14]=O)[CH3:13].C[C:11]([N:12]([CH3:14])[CH3:13])=O. No catalyst specified. The product is [Cl:1][C:2]1[CH:7]=[C:6]([C:8](=[O:10])[CH:9]=[CH:11][N:12]([CH3:14])[CH3:13])[CH:5]=[CH:4][N:3]=1. The yield is 0.740. (3) The yield is 0.290. No catalyst specified. The reactants are [OH:1][C@@:2]1([C:9]#[C:10][C:11]2[CH:12]=[C:13]([C:17]3[C:22]4[N:23]=[CH:24][N:25]([CH3:26])[C:21]=4[CH:20]=[C:19]([C:27]([O:29]C)=O)[N:18]=3)[CH:14]=[CH:15][CH:16]=2)[CH2:6][CH2:5][N:4]([CH3:7])[C:3]1=[O:8].[NH3:31]. The product is [OH:1][C@@:2]1([C:9]#[C:10][C:11]2[CH:12]=[C:13]([C:17]3[C:22]4[N:23]=[CH:24][N:25]([CH3:26])[C:21]=4[CH:20]=[C:19]([C:27]([NH2:31])=[O:29])[N:18]=3)[CH:14]=[CH:15][CH:16]=2)[CH2:6][CH2:5][N:4]([CH3:7])[C:3]1=[O:8]. (4) The reactants are [N:1]1([CH2:8][CH2:9][O:10][C:11]2[CH:16]=[CH:15][C:14]([C:17]([C:19]3[C:28]4[C:23](=[CH:24][C:25]([O:29]C)=[CH:26][CH:27]=4)[CH:22]=[CH:21][C:20]=3[C:31]3[C:36]([F:37])=[CH:35][C:34]([F:38])=[CH:33][C:32]=3[F:39])=[O:18])=[CH:13][CH:12]=2)[CH2:7][CH2:6][CH2:5][CH2:4][CH2:3][CH2:2]1.Cl.B(Br)(Br)Br.C(=O)(O)[O-].[Na+]. The catalyst is ClCCl.CO. The product is [N:1]1([CH2:8][CH2:9][O:10][C:11]2[CH:16]=[CH:15][C:14]([C:17]([C:19]3[C:28]4[C:23](=[CH:24][C:25]([OH:29])=[CH:26][CH:27]=4)[CH:22]=[CH:21][C:20]=3[C:31]3[C:36]([F:37])=[CH:35][C:34]([F:38])=[CH:33][C:32]=3[F:39])=[O:18])=[CH:13][CH:12]=2)[CH2:7][CH2:6][CH2:5][CH2:4][CH2:3][CH2:2]1. The yield is 0.570. (5) The reactants are Br[C:2]1[CH:3]=[CH:4][C:5]([Cl:13])=[C:6]([CH:12]=1)[C:7]([O:9][CH2:10][CH3:11])=[O:8].[CH:14]1(B2OC(C)(C)C(C)(C)O2)[CH2:16][CH2:15]1.C([O-])([O-])=O.[Cs+].[Cs+].C(Cl)Cl. The catalyst is O1CCOCC1.O. The product is [Cl:13][C:5]1[CH:4]=[CH:3][C:2]([CH:14]2[CH2:16][CH2:15]2)=[CH:12][C:6]=1[C:7]([O:9][CH2:10][CH3:11])=[O:8]. The yield is 0.920.